This data is from Peptide-MHC class I binding affinity with 185,985 pairs from IEDB/IMGT. The task is: Regression. Given a peptide amino acid sequence and an MHC pseudo amino acid sequence, predict their binding affinity value. This is MHC class I binding data. (1) The peptide sequence is KMTPWSAYW. The MHC is HLA-A30:01 with pseudo-sequence HLA-A30:01. The binding affinity (normalized) is 0.118. (2) The peptide sequence is KILLFSGL. The MHC is H-2-Db with pseudo-sequence H-2-Db. The binding affinity (normalized) is 0. (3) The peptide sequence is AIGVLIGGLEW. The MHC is HLA-A23:01 with pseudo-sequence HLA-A23:01. The binding affinity (normalized) is 0.0963. (4) The peptide sequence is LPAPPRPTV. The MHC is HLA-B07:02 with pseudo-sequence HLA-B07:02. The binding affinity (normalized) is 0.851. (5) The peptide sequence is WSFLEDRVY. The MHC is HLA-A30:01 with pseudo-sequence HLA-A30:01. The binding affinity (normalized) is 0.0847. (6) The peptide sequence is LERIKANIF. The MHC is HLA-B15:09 with pseudo-sequence HLA-B15:09. The binding affinity (normalized) is 0.0847. (7) The peptide sequence is LRPNGKKKY. The MHC is Mamu-B17 with pseudo-sequence Mamu-B17. The binding affinity (normalized) is 0.179.